Dataset: Forward reaction prediction with 1.9M reactions from USPTO patents (1976-2016). Task: Predict the product of the given reaction. (1) Given the reactants [O:1]=[C:2]1[CH2:11][CH2:10][CH2:9][C:8]2[N:7]=[C:6]([C:12]([O:14][CH2:15][CH3:16])=[O:13])[CH:5]=[CH:4][C:3]1=2.[CH:17]1([CH:22]=O)[CH2:21][CH2:20][CH2:19][CH2:18]1.N1CCCC1, predict the reaction product. The product is: [CH:17]1(/[CH:22]=[C:11]2/[C:2](=[O:1])[C:3]3[CH:4]=[CH:5][C:6]([C:12]([O:14][CH2:15][CH3:16])=[O:13])=[N:7][C:8]=3[CH2:9][CH2:10]/2)[CH2:21][CH2:20][CH2:19][CH2:18]1. (2) Given the reactants C[O-].[Na+].[N+:4]([CH2:6][C:7]([O:9][CH3:10])=[O:8])#[C-:5].[CH3:11][CH:12]([CH3:16])[C:13](Cl)=[O:14], predict the reaction product. The product is: [CH3:11][CH:12]([C:13]1[O:14][CH:5]=[N:4][C:6]=1[C:7]([O:9][CH3:10])=[O:8])[CH3:16].